Dataset: HIV replication inhibition screening data with 41,000+ compounds from the AIDS Antiviral Screen. Task: Binary Classification. Given a drug SMILES string, predict its activity (active/inactive) in a high-throughput screening assay against a specified biological target. (1) The drug is O=C1CCCC(O)=C1SC1=C(O)CCCC1=O. The result is 0 (inactive). (2) The drug is CCCCn1c(C)c(C(=O)OCC)c2cc(OCc3ccc(C(=O)Nn4c(C)ccc4C)cc3)c(Br)cc21. The result is 0 (inactive). (3) The molecule is COC(=O)C1(Cc2ccccc2)Cc2ccc3c(c2C1=O)CCC3. The result is 0 (inactive). (4) The compound is CC(C)c1cccc(C(C)C)c1NC(=O)C(=O)C(C(=O)c1ccccc1-c1ccccc1)C1OC(=O)c2ccccc21. The result is 0 (inactive). (5) The molecule is CCN(CC)c1ccc2cc(C(N)=S)c(=N)oc2c1. The result is 0 (inactive). (6) The drug is CCOC(=O)C1=NN(c2ccccc2)C(=O)C1=CNC(=S)c1cccnc1. The result is 0 (inactive). (7) The drug is CS(=O)(=O)OCCn1cnc2nc(NC(=O)c3ccccc3)nc(O)c21. The result is 0 (inactive). (8) The compound is O=S(=O)(SSS(=O)(=O)c1ccccc1)c1ccccc1. The result is 0 (inactive). (9) The compound is CON=C(C(=O)N(C)n1cnnc1)c1csc(NC(c2ccccc2)(c2ccccc2)c2ccccc2)n1. The result is 0 (inactive). (10) The molecule is CC1(n2nc(-c3ccccc3)n(-c3ccccc3)c2=O)CSC1. The result is 0 (inactive).